The task is: Predict the reaction yield, written as a fraction of the theoretical maximum amount of product (1.0 means a 100% yield; for example, 0.34 means a 34% yield).. This data is from Reaction yield outcomes from USPTO patents with 853,638 reactions. (1) The reactants are Cl.[CH3:2][CH:3]1[CH2:8][CH2:7][CH2:6][N:5]([CH2:9][C:10]([OH:12])=O)[CH2:4]1.[NH2:13][C@@H:14]([CH2:32][O:33][CH2:34][C:35]1[CH:40]=[CH:39][CH:38]=[CH:37][CH:36]=1)[C:15]([NH:17][C:18]1[CH:23]=[CH:22][C:21]([O:24][C:25]2[CH:30]=[CH:29][C:28]([F:31])=[CH:27][CH:26]=2)=[CH:20][CH:19]=1)=[O:16]. No catalyst specified. The product is [CH2:34]([O:33][CH2:32][C@H:14]([NH:13][C:10](=[O:12])[CH2:9][N:5]1[CH2:6][CH2:7][CH2:8][CH:3]([CH3:2])[CH2:4]1)[C:15]([NH:17][C:18]1[CH:23]=[CH:22][C:21]([O:24][C:25]2[CH:30]=[CH:29][C:28]([F:31])=[CH:27][CH:26]=2)=[CH:20][CH:19]=1)=[O:16])[C:35]1[CH:40]=[CH:39][CH:38]=[CH:37][CH:36]=1. The yield is 0.428. (2) The reactants are FC(F)(F)C(O)=O.C(OC([N:15]1[CH2:20][CH2:19][O:18][C@@H:17]([C:21]2[CH:26]=[CH:25][C:24]([NH:27][C:28]([C:30]3[CH:35]=[N:34][C:33]([CH:36]4[CH2:38][CH2:37]4)=[CH:32][N:31]=3)=[O:29])=[C:23]([F:39])[CH:22]=2)[CH2:16]1)=O)(C)(C)C.[OH-].[Na+]. The catalyst is O.C(#N)C. The product is [CH:36]1([C:33]2[N:34]=[CH:35][C:30]([C:28]([NH:27][C:24]3[CH:25]=[CH:26][C:21]([C@@H:17]4[O:18][CH2:19][CH2:20][NH:15][CH2:16]4)=[CH:22][C:23]=3[F:39])=[O:29])=[N:31][CH:32]=2)[CH2:37][CH2:38]1. The yield is 0.730. (3) The reactants are [C:1]([C@@H:3]1[CH2:8][CH2:7][N:6](C(OC(C)(C)C)=O)[C@@H:5]([C:16]2[CH:21]=[CH:20][C:19]([F:22])=[C:18]([F:23])[CH:17]=2)[CH2:4]1)#[N:2].C(#N)C.[ClH:27]. The catalyst is O1CCOCC1. The product is [ClH:27].[F:23][C:18]1[CH:17]=[C:16]([C@H:5]2[CH2:4][C@H:3]([C:1]#[N:2])[CH2:8][CH2:7][NH:6]2)[CH:21]=[CH:20][C:19]=1[F:22]. The yield is 0.960. (4) The reactants are [F:1][C:2]1[CH:3]=[C:4]2[C:8](=[CH:9][CH:10]=1)[N:7]([NH:11][C:12]([C:14]1[C:15]([CH3:27])=[N:16][C:17]([C:20]3[CH:25]=[CH:24][CH:23]=[C:22]([F:26])[CH:21]=3)=[N:18][CH:19]=1)=[O:13])[CH:6]=[CH:5]2.ClS([N:32]=[C:33]=O)(=O)=O.CCN(CC)CC. The catalyst is C1COCC1.[Cl-].[Na+].O. The product is [C:33]([C:5]1[C:4]2[C:8](=[CH:9][CH:10]=[C:2]([F:1])[CH:3]=2)[N:7]([NH:11][C:12]([C:14]2[C:15]([CH3:27])=[N:16][C:17]([C:20]3[CH:25]=[CH:24][CH:23]=[C:22]([F:26])[CH:21]=3)=[N:18][CH:19]=2)=[O:13])[CH:6]=1)#[N:32]. The yield is 0.380. (5) The reactants are Br[CH2:2][CH2:3][CH2:4][CH2:5][O:6][C:7]1[CH:8]=[CH:9][C:10]2[C:14]([C:15]3[CH:20]=[CH:19][C:18]([Br:21])=[CH:17][CH:16]=3)=[C:13]([CH3:22])[S:12][C:11]=2[CH:23]=1.[NH:24]1[CH:28]=[CH:27][N:26]=[CH:25]1.[H-].[Na+]. The catalyst is CN(C)C=O. The product is [Br:21][C:18]1[CH:19]=[CH:20][C:15]([C:14]2[C:10]3[CH:9]=[CH:8][C:7]([O:6][CH2:5][CH2:4][CH2:3][CH2:2][N:24]4[CH:28]=[CH:27][N:26]=[CH:25]4)=[CH:23][C:11]=3[S:12][C:13]=2[CH3:22])=[CH:16][CH:17]=1. The yield is 0.867. (6) The reactants are [CH2:1]([O:3][C:4]1[CH:5]=[C:6]([CH:12]([NH2:18])[CH2:13][S:14]([CH3:17])(=[O:16])=[O:15])[CH:7]=[CH:8][C:9]=1[O:10][CH3:11])[CH3:2].[C:19]([NH:22][C@H:23]([C:28]([OH:30])=[O:29])[CH2:24][CH:25]([CH3:27])[CH3:26])(=[O:21])[CH3:20]. The catalyst is CO. The product is [C:19]([NH:22][C@H:23]([C:28]([OH:30])=[O:29])[CH2:24][CH:25]([CH3:26])[CH3:27])(=[O:21])[CH3:20].[CH2:1]([O:3][C:4]1[CH:5]=[C:6]([C@H:12]([NH2:18])[CH2:13][S:14]([CH3:17])(=[O:16])=[O:15])[CH:7]=[CH:8][C:9]=1[O:10][CH3:11])[CH3:2]. The yield is 0.900. (7) The reactants are [CH2:1]([C:3]1[N:7]2[N:8]=[C:9]3[C:17](=[N:18][C:6]2=[N:5][N:4]=1)[C:16]1[C:11](=[CH:12][CH:13]=[CH:14][CH:15]=1)[C:10]3=O)[CH3:2].[NH2:20][C:21]1[CH:26]=[CH:25][CH:24]=[CH:23][CH:22]=1. The catalyst is C1(C)C=CC=CC=1. The product is [CH2:1]([C:3]1[N:7]2[N:8]=[C:9]3[C:17](=[N:18][C:6]2=[N:5][N:4]=1)[C:16]1[C:11](=[CH:12][CH:13]=[CH:14][CH:15]=1)[C:10]3=[N:20][C:21]1[CH:26]=[CH:25][CH:24]=[CH:23][CH:22]=1)[CH3:2]. The yield is 0.900. (8) The reactants are [CH:1]1([NH:4][C:5]2[N:10]3[N:11]=[CH:12][C:13]([CH:14]=O)=[C:9]3[N:8]=[C:7]([NH:16][C:17]([CH:19]3[CH2:21][CH2:20]3)=[O:18])[CH:6]=2)[CH2:3][CH2:2]1.[NH:22]1[CH2:28][C:26](=[O:27])[NH:25][C:23]1=[O:24].N1CCCCC1. The product is [CH:1]1([NH:4][C:5]2[N:10]3[N:11]=[CH:12][C:13](/[CH:14]=[C:28]4\[NH:22][C:23](=[O:24])[NH:25][C:26]\4=[O:27])=[C:9]3[N:8]=[C:7]([NH:16][C:17]([CH:19]3[CH2:20][CH2:21]3)=[O:18])[CH:6]=2)[CH2:3][CH2:2]1. The yield is 0.200. The catalyst is C(O)C. (9) The reactants are [CH3:1][C:2]1[CH:7]=[CH:6][N:5]=[CH:4][C:3]=1[N:8]1[CH2:12][CH2:11][NH:10][C:9]1=[O:13].Br[C:15]1[CH:20]=[CH:19][C:18]([C:21]2[CH:26]=[CH:25][CH:24]=[CH:23][CH:22]=2)=[CH:17][CH:16]=1.N[C@@H]1CCCC[C@H]1N.C(=O)([O-])[O-].[K+].[K+]. The catalyst is [Cu](I)I.O1CCOCC1. The product is [C:18]1([C:21]2[CH:22]=[CH:23][CH:24]=[CH:25][CH:26]=2)[CH:19]=[CH:20][C:15]([N:10]2[CH2:11][CH2:12][N:8]([C:3]3[CH:4]=[N:5][CH:6]=[CH:7][C:2]=3[CH3:1])[C:9]2=[O:13])=[CH:16][CH:17]=1. The yield is 0.520. (10) The reactants are [Cl:1][C:2]1[CH:7]=[CH:6][N:5]=[C:4]2[CH:8]=[C:9]([C:11]([OH:13])=O)[S:10][C:3]=12.Cl.C1C=CC2N(O)N=NC=2C=1.O.[CH3:26][N:27]([CH3:33])[C@H:28]1[CH2:32][CH2:31][NH:30][CH2:29]1. The catalyst is CS(C)=O.CC#N.C(Cl)CCl. The product is [Cl:1][C:2]1[CH:7]=[CH:6][N:5]=[C:4]2[CH:8]=[C:9]([C:11]([N:30]3[CH2:31][CH2:32][C@H:28]([N:27]([CH3:33])[CH3:26])[CH2:29]3)=[O:13])[S:10][C:3]=12. The yield is 0.480.